From a dataset of Forward reaction prediction with 1.9M reactions from USPTO patents (1976-2016). Predict the product of the given reaction. (1) Given the reactants [CH2:1]([O:8][C:9]([N:11]1[CH2:16][CH2:15][C@H:14]([NH:17][C:18](OC(C)(C)C)=O)[C@H:13]([OH:25])[CH2:12]1)=[O:10])[C:2]1[CH:7]=[CH:6][CH:5]=[CH:4][CH:3]=1.C(O)(C(F)(F)F)=O.[O:33]1[C:42]2[CH:41]=[C:40](C=O)[N:39]=[CH:38][C:37]=2[O:36][CH2:35][CH2:34]1.C(O[BH-](OC(=O)C)OC(=O)C)(=O)C.[Na+], predict the reaction product. The product is: [O:33]1[C:42]2[CH:41]=[C:40]([CH2:18][NH:17][C@H:14]3[CH2:15][CH2:16][N:11]([C:9]([O:8][CH2:1][C:2]4[CH:3]=[CH:4][CH:5]=[CH:6][CH:7]=4)=[O:10])[CH2:12][C@H:13]3[OH:25])[N:39]=[CH:38][C:37]=2[O:36][CH2:35][CH2:34]1. (2) Given the reactants F[C:2]1[N:9]=[CH:8][CH:7]=[C:6]([I:10])[C:3]=1[CH:4]=O.[NH:11]([C:13]1[CH:14]=[C:15]([S:19]([NH2:22])(=[O:21])=[O:20])[CH:16]=[CH:17][CH:18]=1)[NH2:12], predict the reaction product. The product is: [I:10][C:6]1[CH:7]=[CH:8][N:9]=[C:2]2[N:11]([C:13]3[CH:14]=[C:15]([S:19]([NH2:22])(=[O:21])=[O:20])[CH:16]=[CH:17][CH:18]=3)[N:12]=[CH:4][C:3]=12.